This data is from Reaction yield outcomes from USPTO patents with 853,638 reactions. The task is: Predict the reaction yield, written as a fraction of the theoretical maximum amount of product (1.0 means a 100% yield; for example, 0.34 means a 34% yield). (1) The reactants are C1C([C:7]2[C:16](=O)[C:15]3[CH:14]=[CH:13][C:12](O)=[CH:11][C:10]=3[O:9][CH:8]=2)=CC=C(O)C=1.C(N(C(C)C)CC)(C)C.ClC[O:31]C.C(=O)(O)[O-].[Na+]. The catalyst is CCOC(C)=O.CCCCCC.ClCCl.O. The product is [O:9]1[C:10]2[C:15](=[CH:14][CH:13]=[CH:12][CH:11]=2)[CH:16]=[CH:7][C:8]1=[O:31]. The yield is 0.970. (2) The reactants are [O:1]=[C:2]1[CH2:6][CH2:5][CH2:4][N:3]1[CH2:7][CH2:8][O:9][C:10]1[CH:11]=[C:12]2[C:22](=[O:23])[C:21]3[C:16](=[CH:17][CH:18]=[CH:19][CH:20]=3)[C:13]2=[N:14][CH:15]=1.C(=O)([O-])[O-].[K+].[K+].C[Si](C)(C)[C:32]([F:35])([F:34])[F:33].[F-].C([N+](CCCC)(CCCC)CCCC)CCC. The catalyst is O1CCCC1.C(OCC)(=O)C.C(O)(=O)C.CN(C)C=O. The product is [OH:23][C:22]1([C:32]([F:35])([F:34])[F:33])[C:12]2[C:13](=[N:14][CH:15]=[C:10]([O:9][CH2:8][CH2:7][N:3]3[CH2:4][CH2:5][CH2:6][C:2]3=[O:1])[CH:11]=2)[C:16]2[C:21]1=[CH:20][CH:19]=[CH:18][CH:17]=2. The yield is 0.680. (3) The yield is 0.510. The reactants are [OH-:1].[K+].[Cl:3][C:4]1[C:9]([Cl:10])=[CH:8][CH:7]=[CH:6][C:5]=1[CH2:11][N:12]1[C:16]2[CH:17]=[C:18]([N:23]3[CH2:28][CH2:27][O:26][CH2:25][CH2:24]3)[CH:19]=[C:20]([C:21]#[N:22])[C:15]=2[N:14]=[C:13]1[CH3:29].OO. The product is [Cl:3][C:4]1[C:9]([Cl:10])=[CH:8][CH:7]=[CH:6][C:5]=1[CH2:11][N:12]1[C:16]2[CH:17]=[C:18]([N:23]3[CH2:24][CH2:25][O:26][CH2:27][CH2:28]3)[CH:19]=[C:20]([C:21]([NH2:22])=[O:1])[C:15]=2[N:14]=[C:13]1[CH3:29]. The catalyst is O.C1COCC1.